Dataset: Choline transporter screen with 302,306 compounds. Task: Binary Classification. Given a drug SMILES string, predict its activity (active/inactive) in a high-throughput screening assay against a specified biological target. The drug is S1\C(=C2/c3c(NC2=O)cccc3)C(=O)N=C1Nc1cc(O)ccc1. The result is 0 (inactive).